From a dataset of Reaction yield outcomes from USPTO patents with 853,638 reactions. Predict the reaction yield, written as a fraction of the theoretical maximum amount of product (1.0 means a 100% yield; for example, 0.34 means a 34% yield). The reactants are [CH2:1]([O:8][C:9]([N:11]1[CH2:16][CH2:15][NH:14][C:13](=[O:17])[CH2:12]1)=[O:10])[C:2]1[CH:7]=[CH:6][CH:5]=[CH:4][CH:3]=1.[H-].[Na+].[CH2:20](I)[CH:21]=[CH2:22]. The catalyst is C1COCC1. The product is [CH2:1]([O:8][C:9]([N:11]1[CH2:16][CH2:15][N:14]([CH2:22][CH:21]=[CH2:20])[C:13](=[O:17])[CH2:12]1)=[O:10])[C:2]1[CH:3]=[CH:4][CH:5]=[CH:6][CH:7]=1. The yield is 0.720.